From a dataset of Catalyst prediction with 721,799 reactions and 888 catalyst types from USPTO. Predict which catalyst facilitates the given reaction. (1) Reactant: [CH2:1]([S:8][C:9]1[N:14]=[C:13]([N:15]([CH2:24][O:25][CH2:26][CH2:27][Si:28]([CH3:31])([CH3:30])[CH3:29])[S:16]([N:19]2[CH2:23][CH2:22][CH2:21][CH2:20]2)(=[O:18])=[O:17])[CH:12]=[C:11](Cl)[N:10]=1)[C:2]1[CH:7]=[CH:6][CH:5]=[CH:4][CH:3]=1.[NH2:33][C@@H:34]([CH2:36][OH:37])[CH3:35]. Product: [CH2:1]([S:8][C:9]1[N:14]=[C:13]([N:15]([CH2:24][O:25][CH2:26][CH2:27][Si:28]([CH3:31])([CH3:30])[CH3:29])[S:16]([N:19]2[CH2:23][CH2:22][CH2:21][CH2:20]2)(=[O:18])=[O:17])[CH:12]=[C:11]([NH:33][C@H:34]([CH3:35])[CH2:36][OH:37])[N:10]=1)[C:2]1[CH:7]=[CH:6][CH:5]=[CH:4][CH:3]=1. The catalyst class is: 37. (2) Reactant: [Cl:1][C:2]1[CH:3]=[C:4]([CH:8]=[CH:9][C:10]=1[O:11][CH2:12][O:13][CH3:14])[C:5]([OH:7])=O.CCN=C=NCCCN(C)C.C1C=C2N=NN(O)C2=CC=1.O.[C:37]([NH2:46])([C:40]1[CH:45]=[CH:44][CH:43]=[CH:42][CH:41]=1)([CH3:39])[CH3:38]. Product: [Cl:1][C:2]1[CH:3]=[C:4]([CH:8]=[CH:9][C:10]=1[O:11][CH2:12][O:13][CH3:14])[C:5]([NH:46][C:37]([CH3:39])([C:40]1[CH:45]=[CH:44][CH:43]=[CH:42][CH:41]=1)[CH3:38])=[O:7]. The catalyst class is: 18. (3) Reactant: Br[C:2]1[CH:7]=[CH:6][C:5]([O:8][C:9]([F:12])([F:11])[F:10])=[C:4]([CH3:13])[CH:3]=1.[I-:14].[Na+].CN[C@@H]1CCCC[C@H]1NC. Product: [I:14][C:2]1[CH:7]=[CH:6][C:5]([O:8][C:9]([F:12])([F:11])[F:10])=[C:4]([CH3:13])[CH:3]=1. The catalyst class is: 830. (4) Reactant: C([O-])([O-])=O.[Cs+].[Cs+].[SH3+].[I-].[CH2:9]([O:16][C:17]([NH:19][C@H:20]([C:26](=[O:43])[NH:27][C@H:28]1[CH2:37][CH2:36][C:31]2([O:35][CH2:34][CH2:33][O:32]2)[CH2:30][C@H:29]1[C:38]([O:40][CH2:41][CH3:42])=[O:39])[CH2:21][CH2:22][S+](C)C)=[O:18])[C:10]1[CH:15]=[CH:14][CH:13]=[CH:12][CH:11]=1. Product: [CH2:9]([O:16][C:17]([NH:19][C@H:20]1[CH2:21][CH2:22][N:27]([C@H:28]2[CH2:37][CH2:36][C:31]3([O:35][CH2:34][CH2:33][O:32]3)[CH2:30][C@H:29]2[C:38]([O:40][CH2:41][CH3:42])=[O:39])[C:26]1=[O:43])=[O:18])[C:10]1[CH:15]=[CH:14][CH:13]=[CH:12][CH:11]=1. The catalyst class is: 16. (5) Reactant: [CH2:1]([Li])CCC.[I-].C[S+](C)C.[CH2:11]([O:15][Si:16]([C:19]([CH3:22])([CH3:21])[CH3:20])([CH3:18])[CH3:17])[C@@H:12]1[O:14][CH2:13]1.[Cl-].[NH4+]. Product: [Si:16]([O:15][CH2:11][C@H:12]([OH:14])[CH:13]=[CH2:1])([C:19]([CH3:22])([CH3:21])[CH3:20])([CH3:18])[CH3:17]. The catalyst class is: 54. (6) Reactant: [Br:1][C:2]1[NH:6][N:5]=[C:4]([N+:7]([O-:9])=[O:8])[N:3]=1.Cl[CH2:11][C:12]1[CH:17]=[CH:16][C:15]([O:18][CH3:19])=[CH:14][CH:13]=1.C(N(CC)C(C)C)(C)C.[I-].[K+]. Product: [Br:1][C:2]1[N:3]=[C:4]([N+:7]([O-:9])=[O:8])[N:5]([CH2:11][C:12]2[CH:17]=[CH:16][C:15]([O:18][CH3:19])=[CH:14][CH:13]=2)[N:6]=1. The catalyst class is: 10. (7) Reactant: [CH2:1]1[O:5][C:4]2[CH:6]=[C:7]([OH:10])[CH:8]=[CH:9][C:3]=2[O:2]1.C([Mg]Cl)(C)C.[C:16]1([CH:22]([C:34]2[CH:39]=[CH:38][CH:37]=[CH:36][CH:35]=2)[N:23]2[C:31]3[C:26](=[CH:27][CH:28]=[CH:29][CH:30]=3)[C:25](=[O:32])[C:24]2=[O:33])[CH:21]=[CH:20][CH:19]=[CH:18][CH:17]=1.[Cl-].[NH4+]. Product: [C:34]1([CH:22]([C:16]2[CH:21]=[CH:20][CH:19]=[CH:18][CH:17]=2)[N:23]2[C:31]3[C:26](=[CH:27][CH:28]=[CH:29][CH:30]=3)[C:25]([OH:32])([C:8]3[C:7]([OH:10])=[CH:6][C:4]4[O:5][CH2:1][O:2][C:3]=4[CH:9]=3)[C:24]2=[O:33])[CH:35]=[CH:36][CH:37]=[CH:38][CH:39]=1. The catalyst class is: 362.